From a dataset of hERG Central: cardiac toxicity at 1µM, 10µM, and general inhibition. Predict hERG channel inhibition at various concentrations. (1) The compound is CCOC(=O)N1CCC(Nc2ccc3nnc(-c4ccccc4)n3n2)CC1. Results: hERG_inhib (hERG inhibition (general)): blocker. (2) The molecule is CCN(c1ccccc1)S(=O)(=O)c1ccc(C(=O)N(CCCN(C)C)c2nc3cc4c(cc3s2)OCO4)cc1.Cl. Results: hERG_inhib (hERG inhibition (general)): blocker. (3) The drug is CCC(c1nnnn1Cc1cccs1)N1CCN(c2nc3ccccc3s2)CC1. Results: hERG_inhib (hERG inhibition (general)): blocker. (4) The compound is CN(C)CCN(C(=O)C1=COCCO1)c1nc2ccc(Cl)cc2s1.Cl. Results: hERG_inhib (hERG inhibition (general)): blocker.